This data is from Full USPTO retrosynthesis dataset with 1.9M reactions from patents (1976-2016). The task is: Predict the reactants needed to synthesize the given product. (1) Given the product [CH3:27][C:2]1([CH3:1])[O:3][C:4](=[O:26])[C@H:5]([C@@H:7]([C:8]([N:39]2[CH2:44][CH2:43][N:42]([C:45]3[CH:50]=[CH:49][CH:48]=[CH:47][N:46]=3)[CH2:41][CH2:40]2)=[O:10])[CH2:22][CH:23]([CH3:24])[CH3:25])[O:6]1, predict the reactants needed to synthesize it. The reactants are: [CH3:1][C:2]1([CH3:27])[O:6][C@@H:5]([C@H:7]([CH2:22][CH:23]([CH3:25])[CH3:24])[C:8]([O:10]C2C(F)=C(F)C(F)=C(F)C=2F)=O)[C:4](=[O:26])[O:3]1.ONC(=O)[C@@H](O)[C@@H](C([N:39]1[CH2:44][CH2:43][N:42]([C:45]2[CH:50]=[CH:49][CH:48]=[CH:47][N:46]=2)[CH2:41][CH2:40]1)=O)CC(C)C.N1C=CC=CC=1N1CCNCC1. (2) Given the product [Br:17][C:8]1[CH:7]=[CH:6][C:5]([NH:4][C:1](=[O:3])[CH3:2])=[N:10][C:9]=1[CH:11]=[O:12], predict the reactants needed to synthesize it. The reactants are: [C:1]([NH:4][C:5]1[N:10]=[C:9]([C:11](N(OC)C)=[O:12])[C:8]([Br:17])=[CH:7][CH:6]=1)(=[O:3])[CH3:2].[H-].C([Al+]CC(C)C)C(C)C. (3) Given the product [Cl:21][C:22]1[CH:29]=[CH:28][C:25]([CH2:26][N:5]2[C:4](=[O:20])[C:3]([C:1]#[N:2])=[N:8][N:7]([C:9]3[CH:10]=[C:11]([NH:15][C:16](=[O:18])[CH3:17])[CH:12]=[CH:13][CH:14]=3)[C:6]2=[O:19])=[CH:24][CH:23]=1, predict the reactants needed to synthesize it. The reactants are: [C:1]([C:3]1[C:4](=[O:20])[NH:5][C:6](=[O:19])[N:7]([C:9]2[CH:10]=[C:11]([NH:15][C:16](=[O:18])[CH3:17])[CH:12]=[CH:13][CH:14]=2)[N:8]=1)#[N:2].[Cl:21][C:22]1[CH:29]=[CH:28][C:25]([CH2:26]Br)=[CH:24][CH:23]=1.C(=O)([O-])[O-].[K+].[K+].O. (4) The reactants are: [C:1]([CH2:4][CH2:5][CH2:6][CH2:7][O:8][C:9]1[CH:14]=[CH:13][C:12]([S:15]([C:18]2([C:24]([O:26]C(C)(C)C)=O)[CH2:23][CH2:22][O:21][CH2:20][CH2:19]2)(=[O:17])=[O:16])=[CH:11][CH:10]=1)([OH:3])=O.[OH:31][N:32]1C2C=CC=CC=2N=N1.C(N(CC)CC)C.[CH3:48][N:49]([CH3:57])[C:50]1[CH:55]=[CH:54][C:53]([NH2:56])=[CH:52][CH:51]=1.[ClH:58].CN(C)CCCN=C=NCC. Given the product [ClH:58].[CH3:48][N:49]([CH3:57])[C:50]1[CH:55]=[CH:54][C:53]([NH:56][C:1](=[O:3])[CH2:4][CH2:5][CH2:6][CH2:7][O:8][C:9]2[CH:10]=[CH:11][C:12]([S:15]([C:18]3([C:24]([NH:32][OH:31])=[O:26])[CH2:23][CH2:22][O:21][CH2:20][CH2:19]3)(=[O:17])=[O:16])=[CH:13][CH:14]=2)=[CH:52][CH:51]=1, predict the reactants needed to synthesize it. (5) The reactants are: [CH3:1][C:2]([O:5][C:6]([N:8]1[CH2:12][CH2:11][C@@H:10]([CH2:13][C:14]([OH:16])=O)[CH2:9]1)=[O:7])([CH3:4])[CH3:3].C(O)C.O.[NH2:21][NH2:22]. Given the product [NH:21]([C:14](=[O:16])[CH2:13][C@@H:10]1[CH2:11][CH2:12][N:8]([C:6]([O:5][C:2]([CH3:4])([CH3:3])[CH3:1])=[O:7])[CH2:9]1)[NH2:22], predict the reactants needed to synthesize it.